Dataset: Peptide-MHC class II binding affinity with 134,281 pairs from IEDB. Task: Regression. Given a peptide amino acid sequence and an MHC pseudo amino acid sequence, predict their binding affinity value. This is MHC class II binding data. (1) The peptide sequence is VWQHDRVEIIANDQG. The MHC is HLA-DQA10102-DQB10602 with pseudo-sequence HLA-DQA10102-DQB10602. The binding affinity (normalized) is 0.252. (2) The peptide sequence is IIFSQNMNIKLKMPL. The MHC is DRB1_1101 with pseudo-sequence DRB1_1101. The binding affinity (normalized) is 0.541. (3) The peptide sequence is GSCWAFSGVAATESA. The MHC is HLA-DPA10103-DPB10401 with pseudo-sequence HLA-DPA10103-DPB10401. The binding affinity (normalized) is 0.115. (4) The peptide sequence is AAFQGAHARFVAAAA. The MHC is HLA-DPA10201-DPB11401 with pseudo-sequence HLA-DPA10201-DPB11401. The binding affinity (normalized) is 0.246.